Dataset: Reaction yield outcomes from USPTO patents with 853,638 reactions. Task: Predict the reaction yield, written as a fraction of the theoretical maximum amount of product (1.0 means a 100% yield; for example, 0.34 means a 34% yield). The reactants are [CH:1]([O:8][CH2:9][CH3:10])([O:5][CH2:6][CH3:7])OCC.[CH2:11](O)[CH3:12].[N+]([O-])([O-])=O.[NH4+].C(=O)CC. The catalyst is C(=O)([O-])[O-].[Na+].[Na+]. The product is [CH2:9]([O:8][CH:1]([O:5][CH2:6][CH3:7])[CH2:11][CH3:12])[CH3:10]. The yield is 0.816.